From a dataset of Experimentally validated miRNA-target interactions with 360,000+ pairs, plus equal number of negative samples. Binary Classification. Given a miRNA mature sequence and a target amino acid sequence, predict their likelihood of interaction. (1) Result: 0 (no interaction). The miRNA is cel-miR-1822-3p with sequence GAGCUGCCCUCAGAAAAACUCU. The protein sequence of the target gene is MLHTAISCWQPFLGLAVVLIFMGSTIGCPARCECSAQNKSVSCHRRRLIAIPEGIPIETKILDLSKNRLKSVNPEEFISYPLLEEIDLSDNIIANVEPGAFNNLFNLRSLRLKGNRLKLVPLGVFTGLSNLTKLDISENKIVILLDYMFQDLHNLKSLEVGDNDLVYISHRAFSGLLSLEQLTLEKCNLTAVPTEALSHLRSLISLHLKHLNINNMPVYAFKRLFHLKHLEIDYWPLLDMMPANSLYGLNLTSLSVTNTNLSTVPFLAFKHLVYLTHLNLSYNPISTIEAGMFSDLIRLQ.... (2) The miRNA is hsa-miR-4777-5p with sequence UUCUAGAUGAGAGAUAUAUAUA. The protein sequence of the target gene is MGRARPGQRGPPSPGPAAQPPAPPRRRARSLALLGALLAAAAAAAVRVCARHAEAQAAARQELALKTLGTDGLFLFSSLDTDGDMYISPEEFKPIAEKLTGSCSVTQTGVQWCSHSSLQPQLPWLNUSSCLSLLRSTPAASCEEEELPPDPSEETLTIEARFQPLLPETMTKSKDGFLGVSRLALSGLRNWTAAASPSAVFATRHFQPFLPPPGQELGEPWWIIPSELSMFTGYLSNNRFYPPPPKGKEVIIHRLLSMFHPRPFVKTRFAPQGAVACLTAISDFYYTVMFRIHAEFQLSE.... Result: 1 (interaction).